From a dataset of Catalyst prediction with 721,799 reactions and 888 catalyst types from USPTO. Predict which catalyst facilitates the given reaction. (1) The catalyst class is: 5. Product: [C:1]([O:9][CH:10]1[CH2:14][CH:13]([C:15]2[N:19]3[C:20]4[CH:26]=[CH:25][NH:24][C:21]=4[N:22]=[CH:23][C:18]3=[N:17][N:16]=2)[CH:12]([CH2:37][CH3:38])[CH2:11]1)(=[O:8])[C:2]1[CH:3]=[CH:4][CH:5]=[CH:6][CH:7]=1. Reactant: [C:1]([O:9][CH:10]1[CH2:14][CH:13]([C:15]2[N:19]3[C:20]4[CH:26]=[CH:25][N:24](S(C5C=CC(C)=CC=5)(=O)=O)[C:21]=4[N:22]=[CH:23][C:18]3=[N:17][N:16]=2)[CH:12]([CH2:37][CH3:38])[CH2:11]1)(=[O:8])[C:2]1[CH:7]=[CH:6][CH:5]=[CH:4][CH:3]=1.[C-]#N.[K+]. (2) Reactant: [CH3:1][O:2][C:3]1[CH:19]=[CH:18][CH:17]=[CH:16][C:4]=1[O:5][CH2:6][CH2:7][N:8]1[CH2:12][C@H:11]([CH2:13][OH:14])[O:10][C:9]1=[O:15].C(N(CC)CC)C.[CH3:27][S:28](Cl)(=[O:30])=[O:29]. Product: [CH3:27][S:28]([O:14][CH2:13][C@@H:11]1[O:10][C:9](=[O:15])[N:8]([CH2:7][CH2:6][O:5][C:4]2[CH:16]=[CH:17][CH:18]=[CH:19][C:3]=2[O:2][CH3:1])[CH2:12]1)(=[O:30])=[O:29]. The catalyst class is: 4. (3) Reactant: [Cl:1][C:2]1[CH:11]=[C:10]2[C:5]([C:6](=[O:20])[C:7]([CH3:19])=[CH:8][N:9]2[C:12]2[CH:17]=[CH:16][CH:15]=[CH:14][C:13]=2[Cl:18])=[CH:4][CH:3]=1.[Br:21]N1C(=O)CCC1=O.CC(N=NC(C#N)(C)C)(C#N)C. Product: [Br:21][CH2:19][C:7]1[C:6](=[O:20])[C:5]2[C:10](=[CH:11][C:2]([Cl:1])=[CH:3][CH:4]=2)[N:9]([C:12]2[CH:17]=[CH:16][CH:15]=[CH:14][C:13]=2[Cl:18])[CH:8]=1. The catalyst class is: 53. (4) Reactant: [C:1]([CH:3]1[CH2:7][CH2:6][CH2:5][CH2:4]1)#[CH:2].C(N(CC)CC)C.Cl[C:16]1[C:37]([O:38][CH2:39][CH2:40][O:41][CH2:42][CH2:43][O:44][CH3:45])=[CH:36][C:19]([C:20]([NH:22][S:23]([C:26]2[CH:31]=[CH:30][CH:29]=[CH:28][C:27]=2[S:32](=[O:35])(=[O:34])[NH2:33])(=[O:25])=[O:24])=[O:21])=[CH:18][N:17]=1. Product: [CH:3]1([C:1]#[C:2][C:16]2[C:37]([O:38][CH2:39][CH2:40][O:41][CH2:42][CH2:43][O:44][CH3:45])=[CH:36][C:19]([C:20]([NH:22][S:23]([C:26]3[CH:31]=[CH:30][CH:29]=[CH:28][C:27]=3[S:32](=[O:35])(=[O:34])[NH2:33])(=[O:24])=[O:25])=[O:21])=[CH:18][N:17]=2)[CH2:7][CH2:6][CH2:5][CH2:4]1. The catalyst class is: 590. (5) Reactant: [Cl:1][C:2]1[CH:3]=[C:4]([CH:19]=[CH:20][CH:21]=1)[C:5]([NH:7][C:8]1[S:9][C:10]2[CH:16]=[C:15]([O:17][CH3:18])[CH:14]=[CH:13][C:11]=2[N:12]=1)=[O:6].C(=O)([O-])[O-].[K+].[K+].Br[CH2:29][C:30]([O:32][CH2:33][CH3:34])=[O:31]. Product: [Cl:1][C:2]1[CH:3]=[C:4]([CH:19]=[CH:20][CH:21]=1)[C:5]([N:7]=[C:8]1[N:12]([CH2:29][C:30]([O:32][CH2:33][CH3:34])=[O:31])[C:11]2[CH:13]=[CH:14][C:15]([O:17][CH3:18])=[CH:16][C:10]=2[S:9]1)=[O:6]. The catalyst class is: 9. (6) Reactant: CC(C[AlH]CC(C)C)C.[CH3:10][CH:11]1[CH2:16][CH2:15][N:14]([C:17]([O:19][C:20]([CH3:23])([CH3:22])[CH3:21])=[O:18])[CH2:13][CH:12]1[C:24](OC)=[O:25]. Product: [OH:25][CH2:24][CH:12]1[CH:11]([CH3:10])[CH2:16][CH2:15][N:14]([C:17]([O:19][C:20]([CH3:21])([CH3:23])[CH3:22])=[O:18])[CH2:13]1. The catalyst class is: 1. (7) Reactant: [Cl:1][C:2]1[CH:7]=[C:6]([CH:8]2[CH2:13][CH2:12][NH:11][CH2:10][CH2:9]2)[CH:5]=[C:4]([Cl:14])[N:3]=1.[O:15]1[CH2:18][C:17](=O)[CH2:16]1.C([BH3-])#N.[Na+]. Product: [Cl:1][C:2]1[CH:7]=[C:6]([CH:8]2[CH2:9][CH2:10][N:11]([CH:17]3[CH2:18][O:15][CH2:16]3)[CH2:12][CH2:13]2)[CH:5]=[C:4]([Cl:14])[N:3]=1. The catalyst class is: 1.